From a dataset of Forward reaction prediction with 1.9M reactions from USPTO patents (1976-2016). Predict the product of the given reaction. Given the reactants [NH2:1][CH:2]1[CH2:7][CH2:6][N:5]([CH2:8][CH2:9][N:10]2[C:15]3[CH:16]=[C:17]([F:20])[CH:18]=[CH:19][C:14]=3[O:13][CH2:12][C:11]2=[O:21])[CH2:4][CH2:3]1.[O:22]1[C:31]2[CH:30]=[C:29]([CH:32]=O)[N:28]=[CH:27][C:26]=2[O:25][CH2:24][CH2:23]1.C([BH3-])#N.[Na+], predict the reaction product. The product is: [O:22]1[C:31]2[CH:30]=[C:29]([CH2:32][NH:1][CH:2]3[CH2:3][CH2:4][N:5]([CH2:8][CH2:9][N:10]4[C:15]5[CH:16]=[C:17]([F:20])[CH:18]=[CH:19][C:14]=5[O:13][CH2:12][C:11]4=[O:21])[CH2:6][CH2:7]3)[N:28]=[CH:27][C:26]=2[O:25][CH2:24][CH2:23]1.